This data is from Peptide-MHC class I binding affinity with 185,985 pairs from IEDB/IMGT. The task is: Regression. Given a peptide amino acid sequence and an MHC pseudo amino acid sequence, predict their binding affinity value. This is MHC class I binding data. (1) The MHC is HLA-A03:01 with pseudo-sequence HLA-A03:01. The peptide sequence is TVHIGPTAF. The binding affinity (normalized) is 0.0847. (2) The peptide sequence is AQNISFKSI. The MHC is HLA-A02:01 with pseudo-sequence HLA-A02:01. The binding affinity (normalized) is 0.258. (3) The MHC is HLA-A03:01 with pseudo-sequence HLA-A03:01. The peptide sequence is SREVISHRL. The binding affinity (normalized) is 0.0847. (4) The peptide sequence is ITMYVAFEQ. The MHC is HLA-B51:01 with pseudo-sequence HLA-B51:01. The binding affinity (normalized) is 0.0847. (5) The peptide sequence is TVANNPDDK. The MHC is HLA-A24:03 with pseudo-sequence HLA-A24:03. The binding affinity (normalized) is 0. (6) The peptide sequence is IMNEGWASF. The MHC is HLA-A02:01 with pseudo-sequence HLA-A02:01. The binding affinity (normalized) is 0.614. (7) The peptide sequence is VTFLYHRP. The MHC is H-2-Db with pseudo-sequence H-2-Db. The binding affinity (normalized) is 0. (8) The peptide sequence is AIFASSMTK. The MHC is HLA-A33:01 with pseudo-sequence HLA-A33:01. The binding affinity (normalized) is 0.149.